Dataset: Full USPTO retrosynthesis dataset with 1.9M reactions from patents (1976-2016). Task: Predict the reactants needed to synthesize the given product. (1) The reactants are: [C:1]([C:3]1[CH:4]=[C:5]2[C:9](=[CH:10][CH:11]=1)[NH:8][CH:7]=[CH:6]2)#[N:2].[H-].[Na+].[CH3:14][O:15][C:16]1[CH:21]=[CH:20][C:19]([S:22](Cl)(=[O:24])=[O:23])=[CH:18][C:17]=1[N:26]1[CH2:31][CH2:30][N:29]([C:32](=[O:37])[C:33]([Cl:36])([Cl:35])[Cl:34])[CH2:28][CH2:27]1. Given the product [CH3:14][O:15][C:16]1[CH:21]=[CH:20][C:19]([S:22]([N:8]2[C:9]3[C:5](=[CH:4][C:3]([C:1]#[N:2])=[CH:11][CH:10]=3)[CH:6]=[CH:7]2)(=[O:23])=[O:24])=[CH:18][C:17]=1[N:26]1[CH2:31][CH2:30][N:29]([C:32](=[O:37])[C:33]([Cl:36])([Cl:35])[Cl:34])[CH2:28][CH2:27]1, predict the reactants needed to synthesize it. (2) Given the product [Br:13][C:12]1[C:8]([C:4]2[CH:3]=[C:2]([NH:1][C:23](=[O:24])[CH2:22][C:17]3[CH:18]=[CH:19][CH:20]=[CH:21][C:16]=3[F:15])[CH:7]=[CH:6][CH:5]=2)=[N:9][N:10]([CH3:14])[CH:11]=1, predict the reactants needed to synthesize it. The reactants are: [NH2:1][C:2]1[CH:3]=[C:4]([C:8]2[C:12]([Br:13])=[CH:11][N:10]([CH3:14])[N:9]=2)[CH:5]=[CH:6][CH:7]=1.[F:15][C:16]1[CH:21]=[CH:20][CH:19]=[CH:18][C:17]=1[CH2:22][C:23](O)=[O:24].O.ON1C2C=CC=CC=2N=N1.F[P-](F)(F)(F)(F)F.N1(OC(N(C)C)=[N+](C)C)C2C=CC=CC=2N=N1.C(N(CC)C(C)C)(C)C. (3) Given the product [F:1][C:2]1[CH:7]=[CH:6][C:5](/[C:8](/[CH2:9][OH:10])=[CH:12]\[C:13]2[CH:18]=[CH:17][C:16]([CH:19]=[CH:20][C:21]([O:23][CH3:24])=[O:22])=[CH:15][CH:14]=2)=[CH:4][CH:3]=1, predict the reactants needed to synthesize it. The reactants are: [F:1][C:2]1[CH:7]=[CH:6][C:5]([C:8](=[CH:12][C:13]2[CH:18]=[CH:17][C:16](/[CH:19]=[CH:20]/[C:21]([O:23][CH3:24])=[O:22])=[CH:15][CH:14]=2)[C:9](O)=[O:10])=[CH:4][CH:3]=1.C(N(CC)CC)C.ClC(OC)=O.[BH4-].[Na+].